Task: Predict the reactants needed to synthesize the given product.. Dataset: Full USPTO retrosynthesis dataset with 1.9M reactions from patents (1976-2016) (1) Given the product [CH2:1]([O:8][C:9]([NH:11][CH:12]1[CH2:21][CH2:20][CH2:19][C:18]2[CH:17]=[C:16]([C:22]([NH:29][C:30]3[CH:35]=[CH:34][N:33]=[CH:32][CH:31]=3)=[O:23])[CH:15]=[CH:14][C:13]1=2)=[O:10])[C:2]1[CH:7]=[CH:6][CH:5]=[CH:4][CH:3]=1, predict the reactants needed to synthesize it. The reactants are: [CH2:1]([O:8][C:9]([NH:11][CH:12]1[CH2:21][CH2:20][CH2:19][C:18]2[CH:17]=[C:16]([C:22](O)=[O:23])[CH:15]=[CH:14][C:13]1=2)=[O:10])[C:2]1[CH:7]=[CH:6][CH:5]=[CH:4][CH:3]=1.S(Cl)(Cl)=O.[NH2:29][C:30]1[CH:35]=[CH:34][N:33]=[CH:32][CH:31]=1. (2) The reactants are: [OH-].[Na+].[Cl:3][C:4]1[C:13]2[C:8](=[CH:9][C:10]([S:14]([NH:17][C:18]3([C:22]([O:24]CC)=[O:23])[CH2:21][CH2:20][CH2:19]3)(=[O:16])=[O:15])=[CH:11][CH:12]=2)[C:7]([NH:27][C:28]([NH2:30])=[NH:29])=[N:6][CH:5]=1.Cl. Given the product [ClH:3].[Cl:3][C:4]1[C:13]2[C:8](=[CH:9][C:10]([S:14]([NH:17][C:18]3([C:22]([OH:24])=[O:23])[CH2:21][CH2:20][CH2:19]3)(=[O:15])=[O:16])=[CH:11][CH:12]=2)[C:7]([NH:27][C:28]([NH2:30])=[NH:29])=[N:6][CH:5]=1, predict the reactants needed to synthesize it. (3) Given the product [CH3:16][O:17][C:3]1[CH:2]=[CH:13][N:8]=[CH:9][C:4]=1[CH:5]=[O:1], predict the reactants needed to synthesize it. The reactants are: [O:1]1[CH2:5][CH2:4][CH2:3][CH2:2]1.C([N:8]1[CH2:13]CCC[CH2:9]1)=O.CN(C)[CH:16]=[O:17]. (4) Given the product [NH:61]1[C:60]2[C:55]([N:38]([CH:26]([C:21]3[CH:22]=[CH:23][CH:24]=[CH:25][C:20]=3[Cl:19])[C:27]([NH:29][CH:30]3[CH2:31][CH2:32][C:33]([F:36])([F:37])[CH2:34][CH2:35]3)=[O:28])[C:39]([C@@H:41]3[CH2:45][CH2:44][C:43](=[O:46])[N:42]3[C:47]3[CH:52]=[C:51]([C:53]#[N:54])[CH:50]=[CH:49][N:48]=3)=[O:40])=[CH:56][CH:57]=[CH:58][C:59]=2[N:63]=[CH:62]1, predict the reactants needed to synthesize it. The reactants are: CCCC[N+](CCCC)(CCCC)CCCC.[F-].[Cl:19][C:20]1[CH:25]=[CH:24][CH:23]=[CH:22][C:21]=1[CH:26]([N:38]([C:55]1[C:60]2[N:61](COCC[Si](C)(C)C)[CH:62]=[N:63][C:59]=2[CH:58]=[CH:57][CH:56]=1)[C:39]([C@@H:41]1[CH2:45][CH2:44][C:43](=[O:46])[N:42]1[C:47]1[CH:52]=[C:51]([C:53]#[N:54])[CH:50]=[CH:49][N:48]=1)=[O:40])[C:27]([NH:29][CH:30]1[CH2:35][CH2:34][C:33]([F:37])([F:36])[CH2:32][CH2:31]1)=[O:28]. (5) Given the product [C:1]([NH:4][C:8]1[C:13]([Cl:14])=[C:12]([O:15][C:16]2[CH:21]=[CH:20][C:19]([NH:22][C:23]([C:25]3[C:26](=[O:38])[N:27]([C:32]4[CH:37]=[CH:36][CH:35]=[CH:34][CH:33]=4)[N:28]([CH3:31])[C:29]=3[CH3:30])=[O:24])=[CH:18][C:17]=2[F:39])[CH:11]=[CH:10][N:9]=1)(=[O:3])[CH3:2], predict the reactants needed to synthesize it. The reactants are: [C:1]([N:4]([C:8]1[C:13]([Cl:14])=[C:12]([O:15][C:16]2[CH:21]=[CH:20][C:19]([NH:22][C:23]([C:25]3[C:26](=[O:38])[N:27]([C:32]4[CH:37]=[CH:36][CH:35]=[CH:34][CH:33]=4)[N:28]([CH3:31])[C:29]=3[CH3:30])=[O:24])=[CH:18][C:17]=2[F:39])[CH:11]=[CH:10][N:9]=1)C(=O)C)(=[O:3])[CH3:2].C([O-])([O-])=O.[Na+].[Na+]. (6) Given the product [CH2:9]([O:11][C:12](=[O:36])[CH:13]([C:14]1[N:15]=[C:16]([N:19]([C:29]([O:31][C:32]([CH3:35])([CH3:34])[CH3:33])=[O:30])[CH2:20][C:21]2[CH:26]=[CH:25][C:24]([O:27][CH3:28])=[CH:23][CH:22]=2)[S:17][CH:18]=1)[CH3:1])[CH3:10], predict the reactants needed to synthesize it. The reactants are: [CH:1]([N-]C(C)C)(C)C.[Li+].[CH2:9]([O:11][C:12](=[O:36])[CH2:13][C:14]1[N:15]=[C:16]([N:19]([C:29]([O:31][C:32]([CH3:35])([CH3:34])[CH3:33])=[O:30])[CH2:20][C:21]2[CH:26]=[CH:25][C:24]([O:27][CH3:28])=[CH:23][CH:22]=2)[S:17][CH:18]=1)[CH3:10].CI. (7) Given the product [NH2:1][C:4]1[CH:5]=[C:6]([CH2:10][CH2:11][C:12](=[O:14])[CH3:13])[CH:7]=[CH:8][CH:9]=1, predict the reactants needed to synthesize it. The reactants are: [N+:1]([C:4]1[CH:5]=[C:6](/[CH:10]=[CH:11]/[C:12](=[O:14])[CH3:13])[CH:7]=[CH:8][CH:9]=1)([O-])=O. (8) Given the product [OH:12][C:5]1[C:6]2[C:11](=[CH:10][CH:9]=[CH:8][CH:7]=2)[C:2]([S:30][C:21]2[CH:22]=[CH:23][C:24]3[C:29](=[CH:28][CH:27]=[CH:26][CH:25]=3)[CH:20]=2)=[N:3][C:4]=1[C:13]([NH:15][CH2:16][C:17]([OH:19])=[O:18])=[O:14], predict the reactants needed to synthesize it. The reactants are: Cl[C:2]1[C:11]2[C:6](=[CH:7][CH:8]=[CH:9][CH:10]=2)[C:5]([OH:12])=[C:4]([C:13]([NH:15][CH2:16][C:17]([OH:19])=[O:18])=[O:14])[N:3]=1.[CH:20]1[C:29]2[C:24](=[CH:25][CH:26]=[CH:27][CH:28]=2)[CH:23]=[CH:22][C:21]=1[SH:30]. (9) The reactants are: [CH3:1][C:2]1([CH3:12])[O:6][C@@H:5]([CH2:7][C:8](O)=[O:9])[C:4](=[O:11])[O:3]1.B.C1COCC1.Cl. Given the product [OH:9][CH2:8][CH2:7][C@@H:5]1[O:6][C:2]([CH3:1])([CH3:12])[O:3][C:4]1=[O:11], predict the reactants needed to synthesize it. (10) Given the product [Br:1][C:2]1[C:7]([O:8][C:9]2[CH:10]=[C:11]([CH:14]=[C:15]([Cl:17])[CH:16]=2)[C:12]#[N:13])=[C:6]([F:18])[C:5]([CH2:19][C:20]2[C:28]3[C:23](=[N:24][N:25]=[CH:26][CH:27]=3)[N:22]([CH2:29][OH:30])[N:21]=2)=[CH:4][CH:3]=1, predict the reactants needed to synthesize it. The reactants are: [Br:1][C:2]1[C:7]([O:8][C:9]2[CH:10]=[C:11]([CH:14]=[C:15]([Cl:17])[CH:16]=2)[C:12]#[N:13])=[C:6]([F:18])[C:5]([CH2:19][C:20]2[C:28]3[C:23](=[N:24][N:25]=[CH:26][CH:27]=3)[NH:22][N:21]=2)=[CH:4][CH:3]=1.[CH2:29]=[O:30].